From a dataset of Experimentally validated miRNA-target interactions with 360,000+ pairs, plus equal number of negative samples. Binary Classification. Given a miRNA mature sequence and a target amino acid sequence, predict their likelihood of interaction. The miRNA is kshv-miR-K12-5-3p with sequence UAGGAUGCCUGGAACUUGCCGGU. The protein sequence of the target gene is MVSGPLALRWCPWAGHRDMGPDMELPSHSKQLLLQLNQQRAKGFLCDVIIMVENSIFRAHKNVLAASSIYFKSLVLHDNLINLDTDMVSSTVFQQILDFIYTGKLLPSDQPSEPNFSTLLTAASYLQLPELAALCRRKLKRAGKPFGPGRVGTAGIGRPTRSQRLSTASVIQARFPGLVDVRKGHPAPQELPQAKGSDDELFLGTSTQESTHGLGLGGPAGGEMGLGGCSTSTNGSSGGCEQELGLDLSKKSPPLPPTTPGPHLTPEDPAQLSDSQRESPAPTSTSALPVGNSASFVELG.... Result: 0 (no interaction).